From a dataset of Full USPTO retrosynthesis dataset with 1.9M reactions from patents (1976-2016). Predict the reactants needed to synthesize the given product. (1) Given the product [O:1]=[C:2]1[CH2:5][CH:4]([C:6]([O:8][CH2:15][C:16]2[CH:21]=[CH:20][CH:19]=[CH:18][CH:17]=2)=[O:7])[CH2:3]1, predict the reactants needed to synthesize it. The reactants are: [O:1]=[C:2]1[CH2:5][CH:4]([C:6]([OH:8])=[O:7])[CH2:3]1.C(=O)([O-])[O-].[K+].[K+].[CH2:15](Br)[C:16]1[CH:21]=[CH:20][CH:19]=[CH:18][CH:17]=1. (2) The reactants are: [ClH:1].[CH3:2][O:3][CH2:4][CH2:5][C:6]#[N:7].[CH2:8]([OH:10])[CH3:9]. Given the product [ClH:1].[CH3:2][O:3][CH2:4][CH2:5][C:6](=[NH:7])[O:10][CH2:8][CH3:9], predict the reactants needed to synthesize it.